From a dataset of Full USPTO retrosynthesis dataset with 1.9M reactions from patents (1976-2016). Predict the reactants needed to synthesize the given product. (1) Given the product [F:47][C:48]([F:53])([F:52])[C:49]([O-:51])=[O:50].[CH2:27]([NH:26][C:25]([C@H:23]([CH3:24])[CH2:22][C@H:21]([OH:32])[C@@H:20]([NH:33][C:34]([C@@H:35]([NH3+:37])[CH3:36])=[O:45])[CH2:19][C:15]1[CH:16]=[CH:17][CH:18]=[C:13]([O:12][CH2:11][CH2:10][CH2:9][CH2:8][CH2:7][C:6]([OH:46])=[O:5])[CH:14]=1)=[O:31])[CH2:28][CH2:29][CH3:30], predict the reactants needed to synthesize it. The reactants are: C([O:5][C:6](=[O:46])[CH2:7][CH2:8][CH2:9][CH2:10][CH2:11][O:12][C:13]1[CH:18]=[CH:17][CH:16]=[C:15]([CH2:19][C@H:20]([NH:33][C:34](=[O:45])[C@@H:35]([NH:37]C(OC(C)(C)C)=O)[CH3:36])[C@@H:21]([OH:32])[CH2:22][C@H:23]([C:25](=[O:31])[NH:26][CH2:27][CH2:28][CH2:29][CH3:30])[CH3:24])[CH:14]=1)(C)(C)C.[F:47][C:48]([F:53])([F:52])[C:49]([OH:51])=[O:50]. (2) Given the product [CH2:1]([O:3][C:4]([C:6]1[N:7]2[C:8]([S:12][C:14]([CH3:18])=[C:15]2[CH3:16])=[N:9][C:10]=1[CH3:11])=[O:5])[CH3:2], predict the reactants needed to synthesize it. The reactants are: [CH2:1]([O:3][C:4]([C:6]1[NH:7][C:8](=[S:12])[NH:9][C:10]=1[CH3:11])=[O:5])[CH3:2].Br[CH:14]([CH3:18])[C:15](=O)[CH3:16].O=P(Cl)(Cl)Cl. (3) Given the product [O:28]=[S:2]1(=[O:1])[CH2:3][CH2:4][CH:5]([CH2:8][C:9]2[C:17]3[C:12](=[C:13]([C:25]([NH2:27])=[O:26])[CH:14]=[C:15]([C:18]4[CH:22]=[C:21]([CH2:23][N:29]5[CH2:35][CH2:34][CH2:33][CH2:32][CH2:31][CH2:30]5)[S:20][CH:19]=4)[CH:16]=3)[NH:11][CH:10]=2)[CH2:6][CH2:7]1, predict the reactants needed to synthesize it. The reactants are: [O:1]=[S:2]1(=[O:28])[CH2:7][CH2:6][CH:5]([CH2:8][C:9]2[C:17]3[C:12](=[C:13]([C:25]([NH2:27])=[O:26])[CH:14]=[C:15]([C:18]4[CH:22]=[C:21]([CH:23]=O)[S:20][CH:19]=4)[CH:16]=3)[NH:11][CH:10]=2)[CH2:4][CH2:3]1.[NH:29]1[CH2:35][CH2:34][CH2:33][CH2:32][CH2:31][CH2:30]1.C(O)(=O)C.C(O[BH-](OC(=O)C)OC(=O)C)(=O)C. (4) Given the product [ClH:41].[CH3:31][O:30][C:28]([C:25]1[CH:26]=[CH:27][C:22]2[O:21][C:20]([C:32]([NH:34][C:35]3[CH:40]=[CH:39][C:38]([Cl:41])=[CH:37][N:36]=3)=[O:33])=[C:19]([NH:18][C:16]([C@H:13]3[CH2:12][CH2:11][C@H:10]([NH:8][CH3:6])[CH2:15][CH2:14]3)=[O:17])[C:23]=2[CH:24]=1)=[O:29], predict the reactants needed to synthesize it. The reactants are: C(O[C:6]([N:8]([C@H:10]1[CH2:15][CH2:14][C@H:13]([C:16]([NH:18][C:19]2[C:23]3[CH:24]=[C:25]([C:28]([O:30][CH3:31])=[O:29])[CH:26]=[CH:27][C:22]=3[O:21][C:20]=2[C:32]([NH:34][C:35]2[CH:40]=[CH:39][C:38]([Cl:41])=[CH:37][N:36]=2)=[O:33])=[O:17])[CH2:12][CH2:11]1)C)=O)(C)(C)C.Cl. (5) Given the product [CH2:1]([O:3][C:4](=[O:25])[C@@H:5]([NH:8][C:9](=[O:24])[C:10]([NH2:13])([CH3:12])[CH3:11])[CH2:6][OH:7])[CH3:2], predict the reactants needed to synthesize it. The reactants are: [CH2:1]([O:3][C:4](=[O:25])[C@@H:5]([NH:8][C:9](=[O:24])[C:10]([NH:13]C(OCC1C=CC=CC=1)=O)([CH3:12])[CH3:11])[CH2:6][OH:7])[CH3:2].